Dataset: Forward reaction prediction with 1.9M reactions from USPTO patents (1976-2016). Task: Predict the product of the given reaction. Given the reactants [F:1][C:2]1[C:7]([F:8])=[CH:6][CH:5]=[CH:4][C:3]=1[CH:9]1[CH2:14][NH:13][C:12](=[O:15])[CH2:11][CH2:10]1.C[Si]([N-][Si](C)(C)C)(C)C.[Li+].O([CH2:34][C:35]([F:38])([F:37])[F:36])S(C(F)(F)F)(=O)=O, predict the reaction product. The product is: [F:1][C:2]1[C:7]([F:8])=[CH:6][CH:5]=[CH:4][C:3]=1[CH:9]1[CH2:14][N:13]([CH2:34][C:35]([F:38])([F:37])[F:36])[C:12](=[O:15])[CH2:11][CH2:10]1.